Predict which catalyst facilitates the given reaction. From a dataset of Catalyst prediction with 721,799 reactions and 888 catalyst types from USPTO. (1) The catalyst class is: 345. Reactant: CO[C:3](=[O:14])[C:4]1[C:9]([CH3:10])=[CH:8][C:7]([Br:11])=[CH:6][C:5]=1[CH2:12]Br.[O:15]([C:22]1[CH:29]=[CH:28][C:25]([CH2:26][NH2:27])=[CH:24][CH:23]=1)[C:16]1[CH:21]=[CH:20][CH:19]=[CH:18][CH:17]=1.C([O-])([O-])=O.[K+].[K+].C(OCC)(=O)C. Product: [Br:11][C:7]1[CH:6]=[C:5]2[C:4](=[C:9]([CH3:10])[CH:8]=1)[C:3](=[O:14])[N:27]([CH2:26][C:25]1[CH:28]=[CH:29][C:22]([O:15][C:16]3[CH:17]=[CH:18][CH:19]=[CH:20][CH:21]=3)=[CH:23][CH:24]=1)[CH2:12]2. (2) Reactant: [CH3:1][C:2]1[CH:7]=[C:6]([OH:8])[N:5]2[N:9]=[C:10]([S:12][CH3:13])[N:11]=[C:4]2[N:3]=1.C(=O)([O-])[O-].[K+].[K+].[Cl:20][C:21]1[CH:26]=[CH:25][C:24]([CH2:27]Cl)=[CH:23][N:22]=1.O. Product: [Cl:20][C:21]1[N:22]=[CH:23][C:24]([CH2:27][N:3]2[C:2]([CH3:1])=[CH:7][C:6](=[O:8])[N:5]3[N:9]=[C:10]([S:12][CH3:13])[N:11]=[C:4]23)=[CH:25][CH:26]=1. The catalyst class is: 9. (3) Reactant: [O:1]=[C:2]1[N:8]([CH:9]2[CH2:14][CH2:13][N:12]([C:15]([O:17][C@H:18]([CH2:34][C:35]3[CH:40]=[C:39]([C:41]([F:44])([F:43])[F:42])[C:38]([NH2:45])=[C:37]([Cl:46])[CH:36]=3)[C:19]([N:21]3[CH2:26][CH2:25][CH:24]([N:27]4[CH2:32][CH2:31][N:30]([CH3:33])[CH2:29][CH2:28]4)[CH2:23][CH2:22]3)=[O:20])=[O:16])[CH2:11][CH2:10]2)[CH2:7][CH2:6][C:5]2[CH:47]=[CH:48][CH:49]=[CH:50][C:4]=2[NH:3]1.[S:51](=[O:55])(=[O:54])([OH:53])[OH:52]. Product: [S:51]([OH:55])([OH:54])(=[O:53])=[O:52].[O:1]=[C:2]1[N:8]([CH:9]2[CH2:14][CH2:13][N:12]([C:15]([O:17][C@H:18]([CH2:34][C:35]3[CH:40]=[C:39]([C:41]([F:43])([F:42])[F:44])[C:38]([NH2:45])=[C:37]([Cl:46])[CH:36]=3)[C:19]([N:21]3[CH2:26][CH2:25][CH:24]([N:27]4[CH2:28][CH2:29][N:30]([CH3:33])[CH2:31][CH2:32]4)[CH2:23][CH2:22]3)=[O:20])=[O:16])[CH2:11][CH2:10]2)[CH2:7][CH2:6][C:5]2[CH:47]=[CH:48][CH:49]=[CH:50][C:4]=2[NH:3]1. The catalyst class is: 5. (4) The catalyst class is: 42. Reactant: [CH3:1][N:2]1[C:13]2[C:14]3[C:6](=[CH:7][NH:8][C:9]=3[CH:10]=[C:11]([C:15]([O:17][CH3:18])=[O:16])[CH:12]=2)[CH:5]=[C:4]([C:19]([O:21][CH3:22])=[O:20])[S:3]1(=[O:24])=[O:23].[H-].[Na+].[CH2:27](I)[CH3:28]. Product: [CH2:27]([N:8]1[C:9]2[CH:10]=[C:11]([C:15]([O:17][CH3:18])=[O:16])[CH:12]=[C:13]3[N:2]([CH3:1])[S:3](=[O:24])(=[O:23])[C:4]([C:19]([O:21][CH3:22])=[O:20])=[CH:5][C:6]([C:14]=23)=[CH:7]1)[CH3:28]. (5) The catalyst class is: 7. Reactant: Br[C:2]1[C:10]2[CH:9]=[CH:8][S:7][C:6]=2[CH:5]=[CH:4][CH:3]=1.[Mg].II.CON(C)[C:17](=[O:22])[CH2:18][CH:19]1[CH2:21][CH2:20]1. Product: [S:7]1[CH:8]=[CH:9][C:10]2[C:2]([C:17](=[O:22])[CH2:18][CH:19]3[CH2:21][CH2:20]3)=[CH:3][CH:4]=[CH:5][C:6]1=2. (6) Reactant: [Cl:1][C:2]1[CH:18]=[CH:17][C:16]([Cl:19])=[CH:15][C:3]=1[CH:4]=[C:5]1C(=O)OC(C)(C)[O:7][C:6]1=O.[O:20]=[C:21]1[CH2:25][CH2:24][C:23]([NH:26][CH2:27][C:28]([O:30][C:31]([CH3:34])([CH3:33])[CH3:32])=[O:29])=[CH:22]1. Product: [Cl:1][C:2]1[CH:18]=[CH:17][C:16]([Cl:19])=[CH:15][C:3]=1[CH:4]1[CH2:5][C:6](=[O:7])[N:26]([CH2:27][C:28]([O:30][C:31]([CH3:34])([CH3:33])[CH3:32])=[O:29])[C:23]2[CH2:24][CH2:25][C:21](=[O:20])[C:22]1=2. The catalyst class is: 8. (7) Reactant: [CH2:1]([O:8][C@@H:9]1[C@@H:14]([O:15][CH2:16][C:17]2[CH:22]=[CH:21][CH:20]=[CH:19][CH:18]=2)[C@H:13]([O:23][CH2:24][C:25]2[CH:30]=[CH:29][CH:28]=[CH:27][CH:26]=2)[C@@H:12]([CH2:31][O:32][CH2:33][C:34]2[CH:39]=[CH:38][CH:37]=[CH:36][CH:35]=2)[CH2:11][C@@:10]1([C:41]1[CH:46]=[CH:45][C:44]([O:47][CH3:48])=[C:43]([CH2:49][C:50]2[CH:55]=[CH:54][C:53]([CH2:56][CH3:57])=[CH:52][CH:51]=2)[CH:42]=1)O)[C:2]1[CH:7]=[CH:6][CH:5]=[CH:4][CH:3]=1.C([SiH](CC)CC)C.C(=O)([O-])O.[Na+]. Product: [CH2:56]([C:53]1[CH:52]=[CH:51][C:50]([CH2:49][C:43]2[CH:42]=[C:41]([C@@H:10]3[CH2:11][C@H:12]([CH2:31][O:32][CH2:33][C:34]4[CH:39]=[CH:38][CH:37]=[CH:36][CH:35]=4)[C@@H:13]([O:23][CH2:24][C:25]4[CH:26]=[CH:27][CH:28]=[CH:29][CH:30]=4)[C@H:14]([O:15][CH2:16][C:17]4[CH:18]=[CH:19][CH:20]=[CH:21][CH:22]=4)[C@H:9]3[O:8][CH2:1][C:2]3[CH:3]=[CH:4][CH:5]=[CH:6][CH:7]=3)[CH:46]=[CH:45][C:44]=2[O:47][CH3:48])=[CH:55][CH:54]=1)[CH3:57]. The catalyst class is: 2. (8) The catalyst class is: 18. Reactant: [Cl:1][C:2]1[CH:3]=[C:4]([C:8]2[C:13]([CH2:14]O)=[CH:12][CH:11]=[C:10]([CH3:16])[N:9]=2)[CH:5]=[CH:6][CH:7]=1.P(Br)(Br)[Br:18].[Br-].[Li+].C([O-])([O-])=O.[K+].[K+]. Product: [Br:18][CH2:14][C:13]1[C:8]([C:4]2[CH:5]=[CH:6][CH:7]=[C:2]([Cl:1])[CH:3]=2)=[N:9][C:10]([CH3:16])=[CH:11][CH:12]=1.